This data is from NCI-60 drug combinations with 297,098 pairs across 59 cell lines. The task is: Regression. Given two drug SMILES strings and cell line genomic features, predict the synergy score measuring deviation from expected non-interaction effect. (1) Drug 1: CCCS(=O)(=O)NC1=C(C(=C(C=C1)F)C(=O)C2=CNC3=C2C=C(C=N3)C4=CC=C(C=C4)Cl)F. Drug 2: C1=CC(=CC=C1CCC2=CNC3=C2C(=O)NC(=N3)N)C(=O)NC(CCC(=O)O)C(=O)O. Cell line: UACC62. Synergy scores: CSS=46.5, Synergy_ZIP=1.25, Synergy_Bliss=0.948, Synergy_Loewe=0.0205, Synergy_HSA=3.98. (2) Drug 1: CCC1=CC2CC(C3=C(CN(C2)C1)C4=CC=CC=C4N3)(C5=C(C=C6C(=C5)C78CCN9C7C(C=CC9)(C(C(C8N6C)(C(=O)OC)O)OC(=O)C)CC)OC)C(=O)OC.C(C(C(=O)O)O)(C(=O)O)O. Cell line: SK-OV-3. Drug 2: CN(CC1=CN=C2C(=N1)C(=NC(=N2)N)N)C3=CC=C(C=C3)C(=O)NC(CCC(=O)O)C(=O)O. Synergy scores: CSS=43.4, Synergy_ZIP=-2.93, Synergy_Bliss=-3.63, Synergy_Loewe=-0.208, Synergy_HSA=-0.438.